This data is from Forward reaction prediction with 1.9M reactions from USPTO patents (1976-2016). The task is: Predict the product of the given reaction. (1) Given the reactants [F:1][C:2]([F:7])([F:6])[CH2:3][CH2:4][OH:5].[H-].[Na+].CS([C:13]1[N:14]([C:24]2[CH:29]=[CH:28][C:27]([O:30][CH2:31][C:32]([F:35])([F:34])[F:33])=[CH:26][CH:25]=2)[C:15](=[O:23])[C:16]2[CH2:21][C:20](=[O:22])[NH:19][C:17]=2[N:18]=1)=O.C(O)(=O)CC(CC(O)=O)(C(O)=O)O, predict the reaction product. The product is: [F:35][C:32]([F:33])([F:34])[CH2:31][O:30][C:27]1[CH:28]=[CH:29][C:24]([N:14]2[C:15](=[O:23])[C:16]3[CH2:21][C:20](=[O:22])[NH:19][C:17]=3[N:18]=[C:13]2[O:5][CH2:4][CH2:3][C:2]([F:7])([F:6])[F:1])=[CH:25][CH:26]=1. (2) The product is: [CH3:42][N:36]1[C:35]2[CH:43]=[CH:44][CH:45]=[CH:46][C:34]=2[C:33]([CH2:47][N:4]2[C:5](=[O:30])[C:6]3[N:7]([CH2:25][CH:26]=[C:27]([CH3:29])[CH3:28])[C:8]([N:11]4[CH2:16][CH2:15][CH2:14][CH:13]([NH:17][C:18]([O:20][C:21]([CH3:24])([CH3:22])[CH3:23])=[O:19])[CH2:12]4)=[N:9][C:10]=3[N:2]([CH3:1])[C:3]2=[O:31])=[CH:38][S:37]1(=[O:40])=[O:41]. Given the reactants [CH3:1][N:2]1[C:10]2[N:9]=[C:8]([N:11]3[CH2:16][CH2:15][CH2:14][CH:13]([NH:17][C:18]([O:20][C:21]([CH3:24])([CH3:23])[CH3:22])=[O:19])[CH2:12]3)[N:7]([CH2:25][CH:26]=[C:27]([CH3:29])[CH3:28])[C:6]=2[C:5](=[O:30])[NH:4][C:3]1=[O:31].Br[C:33]1[C:34]2[CH:46]=[CH:45][CH:44]=[CH:43][C:35]=2[N:36]([CH3:42])[S:37](=[O:41])(=[O:40])[C:38]=1C.[C:47](=O)([O-])[O-].[K+].[K+].O, predict the reaction product. (3) Given the reactants Cl[CH2:2][C:3]1[N:7]([CH3:8])[C:6]2[CH:9]=[CH:10][CH:11]=[CH:12][C:5]=2[N:4]=1.C(=O)([O-])[O-].[K+].[K+].[CH3:19][O:20][C:21](=[O:29])[C:22]1[CH:27]=[CH:26][C:25]([OH:28])=[CH:24][CH:23]=1, predict the reaction product. The product is: [CH3:19][O:20][C:21](=[O:29])[C:22]1[CH:27]=[CH:26][C:25]([O:28][CH2:2][C:3]2[N:7]([CH3:8])[C:6]3[CH:9]=[CH:10][CH:11]=[CH:12][C:5]=3[N:4]=2)=[CH:24][CH:23]=1. (4) Given the reactants [CH:1]1[C:10]2[C:5](=[CH:6][CH:7]=[CH:8][CH:9]=2)[CH:4]=[CH:3][C:2]=1[CH2:11][CH2:12][CH2:13][OH:14].C(N(CC)CC)C.[CH3:22][S:23](Cl)(=[O:25])=[O:24], predict the reaction product. The product is: [S:23]([O:14][CH2:13][CH2:12][CH2:11][C:2]1[CH:3]=[CH:4][C:5]2[C:10](=[CH:9][CH:8]=[CH:7][CH:6]=2)[CH:1]=1)(=[O:25])(=[O:24])[CH3:22]. (5) Given the reactants FC1C=CC(C[N:7]2C(=O)N(C3SC(C(O)=O)=C(C)N=3)C=N2)=CC=1.[F:24][C:25]1[CH:26]=[C:27]([CH:45]=[C:46]([F:48])[CH:47]=1)[CH2:28][N:29]1[C@H:33]([CH3:34])[CH2:32][N:31]([C:35]2[S:36][C:37]([C:41]([OH:43])=O)=[C:38]([CH3:40])[N:39]=2)[C:30]1=[O:44], predict the reaction product. The product is: [F:24][C:25]1[CH:26]=[C:27]([CH:45]=[C:46]([F:48])[CH:47]=1)[CH2:28][N:29]1[C@H:33]([CH3:34])[CH2:32][N:31]([C:35]2[S:36][C:37]([C:41]([NH2:7])=[O:43])=[C:38]([CH3:40])[N:39]=2)[C:30]1=[O:44]. (6) The product is: [CH3:24][O:23][C:13]1[CH:12]=[CH:11][C:10]([NH2:9])=[C:19]2[C:14]=1[CH2:15][C@@H:16]([N:20]([CH3:21])[CH3:22])[CH2:17][O:18]2. Given the reactants Cl.C1(C(C2C=CC=CC=2)=[N:9][C:10]2[CH:11]=[CH:12][C:13]([O:23][CH3:24])=[C:14]3[C:19]=2[O:18][CH2:17][C@H:16]([N:20]([CH3:22])[CH3:21])[CH2:15]3)C=CC=CC=1.O, predict the reaction product. (7) The product is: [Cl:29][C:13]1[C:14]([NH:16][C:17]2[CH:21]=[C:20]([CH3:22])[NH:19][N:18]=2)=[N:15][C:10]([NH:9][C:5]2[C:4]([CH3:30])=[CH:3][C:2]([C:36](=[O:38])[CH3:37])=[C:7]([CH3:8])[CH:6]=2)=[N:11][CH:12]=1. Given the reactants Br[C:2]1[C:7]([CH3:8])=[CH:6][C:5]([NH:9][C:10]2[N:15]=[C:14]([NH:16][C:17]3[CH:21]=[C:20]([CH3:22])[N:19](C4CCCCO4)[N:18]=3)[C:13]([Cl:29])=[CH:12][N:11]=2)=[C:4]([CH3:30])[CH:3]=1.C([Sn](CCCC)(CCCC)[C:36]([O:38]CC)=[CH2:37])CCC, predict the reaction product. (8) Given the reactants [Br:1][C:2]1[CH:10]=[C:9]2[C:5]([CH:6]=[N:7][NH:8]2)=[C:4]([Cl:11])[CH:3]=1.O.[OH-].[Cs+].[CH3:15]I.O, predict the reaction product. The product is: [Br:1][C:2]1[CH:10]=[C:9]2[C:5]([CH:6]=[N:7][N:8]2[CH3:15])=[C:4]([Cl:11])[CH:3]=1.